This data is from Catalyst prediction with 721,799 reactions and 888 catalyst types from USPTO. The task is: Predict which catalyst facilitates the given reaction. (1) Product: [F:1][C:2]1[CH:7]=[CH:6][C:5]([NH:8][C:9]([C:11]2[CH:12]=[CH:13][C:14]([C:15]([OH:17])=[O:16])=[CH:19][CH:20]=2)=[O:10])=[CH:4][CH:3]=1. The catalyst class is: 20. Reactant: [F:1][C:2]1[CH:7]=[CH:6][C:5]([NH:8][C:9]([C:11]2[CH:20]=[CH:19][C:14]([C:15]([O:17]C)=[O:16])=[CH:13][CH:12]=2)=[O:10])=[CH:4][CH:3]=1.CO.[Li+].[OH-]. (2) Reactant: C([O:5][C:6](=[O:28])[CH2:7][N:8]([S:10]([C:13]1[CH:22]=[C:21]2[C:16]([C:17]([Cl:27])=[CH:18][N:19]=[C:20]2[NH:23][C:24]([NH2:26])=[NH:25])=[CH:15][CH:14]=1)(=[O:12])=[O:11])[CH3:9])(C)(C)C.[C:29]([C:33]([OH:35])=[O:34])([F:32])([F:31])[F:30]. Product: [F:30][C:29]([F:32])([F:31])[C:33]([OH:35])=[O:34].[F:30][C:29]([F:32])([F:31])[C:33]([OH:35])=[O:34].[Cl:27][C:17]1[C:16]2[C:21](=[CH:22][C:13]([S:10]([N:8]([CH3:9])[CH2:7][C:6]([OH:28])=[O:5])(=[O:11])=[O:12])=[CH:14][CH:15]=2)[C:20]([NH:23][C:24]([NH2:26])=[NH:25])=[N:19][CH:18]=1. The catalyst class is: 390.